Dataset: Full USPTO retrosynthesis dataset with 1.9M reactions from patents (1976-2016). Task: Predict the reactants needed to synthesize the given product. (1) The reactants are: [NH2:1][C@H:2]1[C@@H:7]([CH3:8])[CH2:6][C@@H:5]([C:9]2[CH:14]=[CH:13][N:12]=[CH:11][C:10]=2[NH:15][C:16](=[O:32])[C:17]2[CH:22]=[CH:21][C:20]([F:23])=[C:19]([C:24]3[C:29]([F:30])=[CH:28][CH:27]=[CH:26][C:25]=3[F:31])[N:18]=2)[CH2:4][C@H:3]1[NH:33]C(=O)OC(C)(C)C.CCN([CH:47]([CH3:49])C)C(C)C.[C:50]([O-])([OH:52])=[O:51].[Na+]. Given the product [NH2:33][C@@H:3]1[CH2:4][C@H:5]([C:9]2[CH:14]=[CH:13][N:12]=[CH:11][C:10]=2[NH:15][C:16](=[O:32])[C:17]2[CH:22]=[CH:21][C:20]([F:23])=[C:19]([C:24]3[C:29]([F:30])=[CH:28][CH:27]=[CH:26][C:25]=3[F:31])[N:18]=2)[CH2:6][C@H:7]([CH3:8])[C@@H:2]1[NH:1][C:50](=[O:51])[O:52][CH2:47][CH3:49], predict the reactants needed to synthesize it. (2) The reactants are: [NH2:1][C@H:2]([C:7]([O-:9])=[O:8])[CH2:3][C:4]([O-:6])=[O:5].N1C2C(=CC=CC=2)C=[CH:12][C:11]=1[C:20]([O-])=O. Given the product [N:1]1[CH:20]=[CH:11][CH:12]=[C:3]([C:4]([OH:6])=[O:5])[C:2]=1[C:7]([OH:9])=[O:8].[NH2:1][C@H:2]([C:7]([OH:9])=[O:8])[CH2:3][C:4]([OH:6])=[O:5], predict the reactants needed to synthesize it. (3) Given the product [S:27]1[C:28]2[CH:34]=[CH:33][CH:32]=[CH:31][C:29]=2[N:30]=[C:26]1[NH:25][C:24]([C:17]1[CH:18]=[CH:19][CH:20]=[C:21]2[C:16]=1[CH2:15][N:14]([C:11]1[N:10]=[C:9]([C:36]([O:38][C:39]([CH3:40])([CH3:41])[CH3:42])=[O:37])[C:8]([CH2:7][CH2:6][CH:2]=[O:1])=[CH:13][CH:12]=1)[CH2:23][CH2:22]2)=[O:35], predict the reactants needed to synthesize it. The reactants are: [O:1]1CCO[CH:2]1[CH2:6][CH2:7][C:8]1[C:9]([C:36]([O:38][C:39]([CH3:42])([CH3:41])[CH3:40])=[O:37])=[N:10][C:11]([N:14]2[CH2:23][CH2:22][C:21]3[C:16](=[C:17]([C:24](=[O:35])[NH:25][C:26]4[S:27][C:28]5[CH:34]=[CH:33][CH:32]=[CH:31][C:29]=5[N:30]=4)[CH:18]=[CH:19][CH:20]=3)[CH2:15]2)=[CH:12][CH:13]=1.Cl.